Dataset: Peptide-MHC class I binding affinity with 185,985 pairs from IEDB/IMGT. Task: Regression. Given a peptide amino acid sequence and an MHC pseudo amino acid sequence, predict their binding affinity value. This is MHC class I binding data. (1) The peptide sequence is ATFEVFLAK. The MHC is HLA-A30:01 with pseudo-sequence HLA-A30:01. The binding affinity (normalized) is 0.834. (2) The peptide sequence is QELLRLTVWGT. The binding affinity (normalized) is 0.154. The MHC is Mamu-A11 with pseudo-sequence Mamu-A11. (3) The peptide sequence is YVYFYDLSY. The MHC is HLA-A26:01 with pseudo-sequence HLA-A26:01. The binding affinity (normalized) is 0.689. (4) The peptide sequence is RMYNPTNIL. The MHC is Mamu-B6601 with pseudo-sequence Mamu-B6601. The binding affinity (normalized) is 0.252. (5) The peptide sequence is FLRKRRRFF. The MHC is HLA-A29:02 with pseudo-sequence HLA-A29:02. The binding affinity (normalized) is 0.0847. (6) The peptide sequence is KTLSPAHLI. The MHC is HLA-A02:06 with pseudo-sequence HLA-A02:06. The binding affinity (normalized) is 0.591. (7) The peptide sequence is MQLPGGWLL. The MHC is HLA-A02:03 with pseudo-sequence HLA-A02:03. The binding affinity (normalized) is 0.352. (8) The peptide sequence is QRASNVFDL. The MHC is HLA-B53:01 with pseudo-sequence HLA-B53:01. The binding affinity (normalized) is 0.213. (9) The peptide sequence is AENCYNLEI. The MHC is HLA-B46:01 with pseudo-sequence HLA-B46:01. The binding affinity (normalized) is 0.0847.